Dataset: Full USPTO retrosynthesis dataset with 1.9M reactions from patents (1976-2016). Task: Predict the reactants needed to synthesize the given product. (1) Given the product [CH2:11]=[C:10]1[C:16]2[C:21](=[C:22]([O:24][CH:25]([F:27])[F:26])[CH:23]=[C:14]([Cl:13])[CH:15]=2)[O:20][CH2:8][CH2:9]1, predict the reactants needed to synthesize it. The reactants are: CP(=O)(OC)OC.[CH2:8]([Li])[CH2:9][CH2:10][CH3:11].[Cl:13][C:14]1[CH:15]=[C:16]2[C:21](=[C:22]([O:24][CH:25]([F:27])[F:26])[CH:23]=1)[O:20]CCC2=O.[NH4+].[Cl-].C(=O)([O-])[O-].[K+].[K+]. (2) The reactants are: [I:1][C:2]1[CH:7]=[CH:6][C:5](C(=O)C)=[CH:4][CH:3]=1.C(O[CH:14]([O:18][CH2:19][CH3:20])[O:15][CH2:16][CH3:17])C.[C:21]([O-])(O)=O.[Na+]. Given the product [CH2:19]([O:18][C:14]([C:5]1[CH:6]=[CH:7][C:2]([I:1])=[CH:3][CH:4]=1)([O:15][CH2:16][CH3:17])[CH3:21])[CH3:20], predict the reactants needed to synthesize it. (3) Given the product [ClH:28].[ClH:28].[NH2:1][C@H:2]([CH3:10])[CH2:3][CH2:4][NH:5][CH2:6][CH:7]([CH3:9])[CH3:8], predict the reactants needed to synthesize it. The reactants are: [NH2:1][C@H:2]([CH3:10])[CH2:3][CH2:4][NH:5][CH2:6][CH:7]([CH3:9])[CH3:8].C[C@@H](NC(=O)OC(C)(C)C)CCNCC(C)C.[ClH:28]. (4) Given the product [C:1]([C:3]1[CH:8]=[CH:7][C:6]([N:9]([CH2:14][C:15]([F:16])([F:17])[F:18])[CH2:10][C:11]([O:13][CH:23]([CH3:25])[CH3:24])=[O:12])=[CH:5][C:4]=1[C:19]([F:21])([F:20])[F:22])#[N:2], predict the reactants needed to synthesize it. The reactants are: [C:1]([C:3]1[CH:8]=[CH:7][C:6]([N:9]([CH2:14][C:15]([F:18])([F:17])[F:16])[CH2:10][C:11]([OH:13])=[O:12])=[CH:5][C:4]=1[C:19]([F:22])([F:21])[F:20])#[N:2].[CH:23](O)([CH3:25])[CH3:24]. (5) Given the product [CH3:33][C:32]1[CH:36]=[CH:35][C:2]([C:1]([N:5]2[CH2:6][CH:7]=[C:8]([C:11]3[CH:16]=[CH:15][C:14]([NH:17][C:18]([N:20]4[CH2:21][C:22]5[C:27](=[CH:26][CH:25]=[CH:24][CH:23]=5)[CH2:28]4)=[O:19])=[CH:13][CH:12]=3)[CH2:9][CH2:10]2)=[O:3])=[CH:30][CH:31]=1, predict the reactants needed to synthesize it. The reactants are: [C:1](Cl)(=[O:3])[CH3:2].[NH:5]1[CH2:10][CH:9]=[C:8]([C:11]2[CH:16]=[CH:15][C:14]([NH:17][C:18]([N:20]3[CH2:28][C:27]4[C:22](=[CH:23][CH:24]=[CH:25][CH:26]=4)[CH2:21]3)=[O:19])=[CH:13][CH:12]=2)[CH2:7][CH2:6]1.N[C:30]1[CH:31]=[C:32]2[C:36](=CC=1)[CH2:35]N(C(NC1C=CC(C(=O)NCCC)=CC=1)=O)[CH2:33]2. (6) Given the product [Cl:1][C:2]1[CH:7]=[CH:6][CH:5]=[C:4]([F:8])[C:3]=1[CH2:9][N:10]1[CH:14]=[CH:13][C:12]([NH2:15])=[N:11]1, predict the reactants needed to synthesize it. The reactants are: [Cl:1][C:2]1[CH:7]=[CH:6][CH:5]=[C:4]([F:8])[C:3]=1[CH2:9][N:10]1[CH:14]=[CH:13][C:12]([NH:15]C(=O)C)=[N:11]1.[OH-].[Na+]. (7) Given the product [Cl:15][C:11]1[N:10]=[C:9]([C:4]2[N:5]=[C:6]([NH:21][C@H:19]([CH3:20])[C:18]([F:23])([F:22])[F:17])[N:7]=[C:2]([NH:21][C@H:19]([CH3:20])[C:18]([F:23])([F:22])[F:17])[N:3]=2)[CH:14]=[CH:13][CH:12]=1, predict the reactants needed to synthesize it. The reactants are: Cl[C:2]1[N:7]=[C:6](Cl)[N:5]=[C:4]([C:9]2[CH:14]=[CH:13][CH:12]=[C:11]([Cl:15])[N:10]=2)[N:3]=1.Cl.[F:17][C:18]([F:23])([F:22])[C@H:19]([NH2:21])[CH3:20].C(=O)([O-])[O-].[K+].[K+].N#N. (8) The reactants are: [C:1]([O:5][C:6](=[O:17])[CH2:7]/[N:8]=[CH:9]/[CH2:10][C:11]([CH2:15][CH3:16])([CH3:14])[CH2:12][CH3:13])([CH3:4])([CH3:3])[CH3:2].[Cl:18][C:19]1[C:20]([F:37])=[C:21](/[CH:25]=[C:26](/[C:29]2[CH:34]=[CH:33][C:32]([Cl:35])=[CH:31][C:30]=2[F:36])\[C:27]#[N:28])[CH:22]=[CH:23][CH:24]=1.C(N(CC)CC)C.C1CCN2C(=NCCC2)CC1. Given the product [C:1]([O:5][C:6]([CH:7]1[CH:25]([C:21]2[CH:22]=[CH:23][CH:24]=[C:19]([Cl:18])[C:20]=2[F:37])[C:26]([C:29]2[CH:34]=[CH:33][C:32]([Cl:35])=[CH:31][C:30]=2[F:36])([C:27]#[N:28])[CH:9]([CH2:10][C:11]([CH2:15][CH3:16])([CH3:14])[CH2:12][CH3:13])[NH:8]1)=[O:17])([CH3:3])([CH3:4])[CH3:2], predict the reactants needed to synthesize it. (9) The reactants are: Br[C:2]1[N:7]=[C:6]([C:8]([NH:10][C:11]2[C:12]([C:17](=[O:19])[NH2:18])=[N:13][N:14]([CH3:16])[CH:15]=2)=[O:9])[CH:5]=[CH:4][CH:3]=1.[NH:20]1[CH:24]=[CH:23][CH:22]=[CH:21]1.C(=O)([O-])[O-].[K+].[K+]. Given the product [C:17]([C:12]1[C:11]([NH:10][C:8](=[O:9])[C:6]2[CH:5]=[CH:4][CH:3]=[C:2]([N:20]3[CH:24]=[CH:23][CH:22]=[CH:21]3)[N:7]=2)=[CH:15][N:14]([CH3:16])[N:13]=1)(=[O:19])[NH2:18], predict the reactants needed to synthesize it. (10) Given the product [F:16][C:17]1[CH:25]=[CH:24][CH:23]=[CH:22][C:18]=1[CH2:19][CH2:20][N:1]1[CH:5]=[C:4]([C:6]2[CH:11]=[C:10]([C:12]([OH:14])=[O:13])[CH:9]=[CH:8][N:7]=2)[N:3]=[CH:2]1, predict the reactants needed to synthesize it. The reactants are: [NH:1]1[CH:5]=[C:4]([C:6]2[CH:11]=[C:10]([C:12]([O:14]C)=[O:13])[CH:9]=[CH:8][N:7]=2)[N:3]=[CH:2]1.[F:16][C:17]1[CH:25]=[CH:24][CH:23]=[CH:22][C:18]=1[CH2:19][CH2:20]Br.[OH-].[Na+].